This data is from Catalyst prediction with 721,799 reactions and 888 catalyst types from USPTO. The task is: Predict which catalyst facilitates the given reaction. (1) The catalyst class is: 7. Product: [CH2:12]([O:19][CH:20]([C:2](=[O:4])[C:1]([O:7][C:8]([CH3:11])([CH3:10])[CH3:9])=[O:6])[C:21]([O:23][CH3:24])=[O:22])[C:13]1[CH:18]=[CH:17][CH:16]=[CH:15][CH:14]=1. Reactant: [C:1]([O:7][C:8]([CH3:11])([CH3:10])[CH3:9])(=[O:6])[C:2]([O:4]C)=O.[CH2:12]([O:19][CH2:20][C:21]([O:23][CH3:24])=[O:22])[C:13]1[CH:18]=[CH:17][CH:16]=[CH:15][CH:14]=1.[Li+].CC([N-]C(C)C)C.Cl. (2) Reactant: [H-].[Na+].[Br:3][C:4]1[CH:5]=[CH:6][C:7](F)=[N:8][CH:9]=1.[OH:11][CH2:12][C:13]([CH3:19])([CH3:18])[C:14]([O:16][CH3:17])=[O:15]. Product: [Br:3][C:4]1[CH:5]=[CH:6][C:7]([O:11][CH2:12][C:13]([CH3:19])([CH3:18])[C:14]([O:16][CH3:17])=[O:15])=[N:8][CH:9]=1. The catalyst class is: 544. (3) Reactant: [NH:1]1[C:9]2[C:4](=[C:5]([CH2:10][CH2:11][CH2:12][OH:13])[CH:6]=[CH:7][CH:8]=2)[CH:3]=[CH:2]1.[C:14]1([SH:20])[CH:19]=[CH:18][CH:17]=[CH:16][CH:15]=1.[I-].[K+].II. Product: [C:14]1([S:20][C:3]2[C:4]3[C:9](=[CH:8][CH:7]=[CH:6][C:5]=3[CH2:10][CH2:11][CH2:12][OH:13])[NH:1][CH:2]=2)[CH:19]=[CH:18][CH:17]=[CH:16][CH:15]=1. The catalyst class is: 815.